Dataset: Catalyst prediction with 721,799 reactions and 888 catalyst types from USPTO. Task: Predict which catalyst facilitates the given reaction. (1) Reactant: [OH-].[K+].[Br:3][CH:4]=[CH:5][C:6]([F:12])(F)[C:7]([F:10])([F:9])[F:8].Br.FC(F)([C:18]([F:21])([F:20])[F:19])C#C.[Br:23]C(=CC)C(F)(F)F.BrBr.FC(F)(F)C=CC.BrC(C(F)(F)C(F)(F)F)=C(F)C(F)(F)F.BrC(Br)(C(F)(F)C(F)(F)F)C(F)(F)C(F)(F)F.BrC(C(F)(C(F)(F)F)C(F)(F)F)=C.FC(F)(F)C(F)(C=C)C(F)(F)F. Product: [Br:23][CH:5]([CH2:4][Br:3])[C:6]([F:12])([C:7]([F:8])([F:9])[F:10])[C:18]([F:21])([F:20])[F:19]. The catalyst class is: 292. (2) Reactant: C([O:4][C@@H:5]1[C@@H:28]([O:29]C(=O)C)[C@H:27]([O:33]C(=O)C)[C@@H:26]([CH2:37][O:38]C(=O)C)[O:25][C@H:6]1[O:7][C:8]1[CH:13]=[CH:12][CH:11]=[CH:10][C:9]=1[CH2:14][C:15]1[CH:20]=[CH:19][C:18]([C:21]([O:23]C)=[O:22])=[CH:17][CH:16]=1)(=O)C.[OH-].[Na+]. Product: [O:7]([C:8]1[CH:13]=[CH:12][CH:11]=[CH:10][C:9]=1[CH2:14][C:15]1[CH:20]=[CH:19][C:18]([C:21]([OH:23])=[O:22])=[CH:17][CH:16]=1)[C@@H:6]1[O:25][C@H:26]([CH2:37][OH:38])[C@@H:27]([OH:33])[C@H:28]([OH:29])[C@H:5]1[OH:4]. The catalyst class is: 5. (3) Reactant: [NH:1]1[C:12]2[C:4](=[CH:5][CH:6]=[C:7]3[C:11]=2[CH:10]=[CH:9][NH:8]3)[CH:3]=[C:2]1[C:13]([OH:15])=O.[CH2:16]([CH:23]1[CH2:28][CH2:27][NH:26][CH2:25][CH2:24]1)[C:17]1[CH:22]=[CH:21][CH:20]=[CH:19][CH:18]=1. Product: [CH2:16]([CH:23]1[CH2:28][CH2:27][N:26]([C:13]([C:2]2[NH:1][C:12]3[C:4]([CH:3]=2)=[CH:5][CH:6]=[C:7]2[C:11]=3[CH:10]=[CH:9][NH:8]2)=[O:15])[CH2:25][CH2:24]1)[C:17]1[CH:22]=[CH:21][CH:20]=[CH:19][CH:18]=1. The catalyst class is: 27. (4) Reactant: [F:1][C:2]1[CH:3]=[CH:4][C:5]2[N:6]([CH:8]=[C:9]([C:11]([NH:13][C@H:14]3[CH2:19][CH2:18][C@@H:17]([NH:20][C:21]([C:23]4[C:24]([NH:30][CH2:31][CH2:32][C:33]5[CH:38]=[CH:37][CH:36]=[CH:35][CH:34]=5)=[N:25][CH:26]=[C:27]([F:29])[CH:28]=4)=[O:22])[CH2:16][CH2:15]3)=[O:12])[N:10]=2)[CH:7]=1.[C:39](N1C=CN=C1)(N1C=CN=C1)=[O:40].[H-].[Na+]. Product: [F:1][C:2]1[CH:3]=[CH:4][C:5]2[N:6]([CH:8]=[C:9]([C:11]([NH:13][C@H:14]3[CH2:15][CH2:16][C@@H:17]([N:20]4[C:21](=[O:22])[C:23]5[CH:28]=[C:27]([F:29])[CH:26]=[N:25][C:24]=5[N:30]([CH2:31][CH2:32][C:33]5[CH:38]=[CH:37][CH:36]=[CH:35][CH:34]=5)[C:39]4=[O:40])[CH2:18][CH2:19]3)=[O:12])[N:10]=2)[CH:7]=1. The catalyst class is: 9. (5) Reactant: [O:1]1[C:5]2[CH:6]=[CH:7][CH:8]=[CH:9][C:4]=2[CH:3]=[CH:2]1.[Li:10]CCCC.[S:15](=[O:17])=[O:16]. Product: [Li+:10].[O:1]1[C:5]2[CH:6]=[CH:7][CH:8]=[CH:9][C:4]=2[CH:3]=[C:2]1[S:15]([O-:17])=[O:16]. The catalyst class is: 134.